Predict the reactants needed to synthesize the given product. From a dataset of Full USPTO retrosynthesis dataset with 1.9M reactions from patents (1976-2016). (1) The reactants are: C(C1C=C2C(=C(F)C=1)C(=O)N(CC1C=CC(C3C=CN=C4NC(C5C=NN(C)C=5)=NC=34)=CC=1F)N=C2)(C)(C)C.Br[C:41]1[CH:60]=[CH:59][C:44]([CH2:45][NH:46][C:47](=[O:58])[C:48]2[CH:53]=[CH:52][C:51]([C:54]([CH3:57])([CH3:56])[CH3:55])=[CH:50][CH:49]=2)=[C:43]([CH3:61])[CH:42]=1.[B:62]1(B2OC(C)(C)C(C)(C)O2)[O:66][C:65]([CH3:68])([CH3:67])[C:64]([CH3:70])([CH3:69])[O:63]1.C1(P(C2CCCCC2)C2C=CC=CC=2C2C(C(C)C)=CC(C(C)C)=CC=2C(C)C)CCCCC1.C([O-])(=O)C.[K+].O1CCOCC1. Given the product [C:54]([C:51]1[CH:52]=[CH:53][C:48]([C:47]([NH:46][CH2:45][C:44]2[CH:59]=[CH:60][C:41]([B:62]3[O:66][C:65]([CH3:68])([CH3:67])[C:64]([CH3:70])([CH3:69])[O:63]3)=[CH:42][C:43]=2[CH3:61])=[O:58])=[CH:49][CH:50]=1)([CH3:57])([CH3:56])[CH3:55], predict the reactants needed to synthesize it. (2) The reactants are: [Br:1][C:2]1[C:3](Cl)=[N:4][C:5]([Cl:8])=[N:6][CH:7]=1.[CH2:10]([O:12]/[CH:13]=[CH:14]\[Sn](CCCC)(CCCC)CCCC)[CH3:11].CN(C)C=O.[F-].[K+]. Given the product [Br:1][C:2]1[C:3](/[CH:11]=[CH:10]/[O:12][CH2:13][CH3:14])=[N:4][C:5]([Cl:8])=[N:6][CH:7]=1, predict the reactants needed to synthesize it. (3) The reactants are: C(O[C:4]([C:6]1([CH2:12][CH2:13]OC)[CH2:11][CH2:10][NH:9][CH2:8][CH2:7]1)=[O:5])C.[F:16][C:17]([F:30])([F:29])[O:18][C:19]1[CH:24]=[CH:23][CH:22]=[CH:21][C:20]=1[S:25](Cl)(=[O:27])=[O:26].[F:31][C:32]([F:42])([F:41])[O:33][C:34]1[CH:40]=[CH:39][C:37]([NH2:38])=[CH:36][CH:35]=1. Given the product [F:16][C:17]([F:30])([F:29])[O:18][C:19]1[CH:24]=[CH:23][CH:22]=[CH:21][C:20]=1[S:25]([N:9]1[CH2:8][CH2:7][C:6]2([C:4](=[O:5])[N:38]([C:37]3[CH:39]=[CH:40][C:34]([O:33][C:32]([F:31])([F:41])[F:42])=[CH:35][CH:36]=3)[CH2:13][CH2:12]2)[CH2:11][CH2:10]1)(=[O:27])=[O:26], predict the reactants needed to synthesize it. (4) Given the product [Br:1][C:2]1[C:3]([N:24]2[CH2:28][CH2:27][C@@H:26]([OH:29])[CH2:25]2)=[N:4][CH:5]=[C:6]([CH:22]=1)[C:7]([NH:9][C:10]1[CH:15]=[CH:14][C:13]([S:16]([F:21])([F:20])([F:19])([F:18])[F:17])=[CH:12][CH:11]=1)=[O:8], predict the reactants needed to synthesize it. The reactants are: [Br:1][C:2]1[C:3](Cl)=[N:4][CH:5]=[C:6]([CH:22]=1)[C:7]([NH:9][C:10]1[CH:15]=[CH:14][C:13]([S:16]([F:21])([F:20])([F:19])([F:18])[F:17])=[CH:12][CH:11]=1)=[O:8].[NH:24]1[CH2:28][CH2:27][C@@H:26]([OH:29])[CH2:25]1. (5) Given the product [CH3:10][O:11][C:12]1[CH:17]=[CH:16][CH:15]=[CH:14][C:13]=1[O:18][C:2]1[CH:9]=[CH:8][C:5]([C:6]([OH:20])=[O:7])=[CH:4][CH:3]=1, predict the reactants needed to synthesize it. The reactants are: F[C:2]1[CH:9]=[CH:8][C:5]([CH:6]=[O:7])=[CH:4][CH:3]=1.[CH3:10][O:11][C:12]1[CH:17]=[CH:16][CH:15]=[CH:14][C:13]=1[OH:18].C(=O)([O-])[O-:20].[K+].[K+].CC(=CC)C.P([O-])(O)(O)=O.[K+].Cl[O-].[Na+].